From a dataset of Peptide-MHC class II binding affinity with 134,281 pairs from IEDB. Regression. Given a peptide amino acid sequence and an MHC pseudo amino acid sequence, predict their binding affinity value. This is MHC class II binding data. (1) The peptide sequence is QNALSTEWSPCSVT. The MHC is DRB1_0401 with pseudo-sequence DRB1_0401. The binding affinity (normalized) is 0.349. (2) The peptide sequence is LNYILWENNVKLTVV. The MHC is DRB1_1302 with pseudo-sequence DRB1_1302. The binding affinity (normalized) is 0.991. (3) The peptide sequence is LKALTTKHPSLNIIT. The MHC is DRB1_1101 with pseudo-sequence DRB1_1101. The binding affinity (normalized) is 0.518.